The task is: Predict which catalyst facilitates the given reaction.. This data is from Catalyst prediction with 721,799 reactions and 888 catalyst types from USPTO. (1) Product: [F:32][CH:33]([F:50])[C:34]1[CH:35]=[CH:36][C:37]([F:49])=[C:38]([C:16]2[CH:15]=[CH:14][C:9]([C:10]([O:12][CH3:13])=[O:11])=[CH:8][C:7]=2[C:6]2[C:2]([CH3:25])([CH3:1])[CH2:3][CH2:4][CH:5]=2)[CH:39]=1. The catalyst class is: 339. Reactant: [CH3:1][C:2]1([CH3:25])[C:6]([C:7]2[CH:8]=[C:9]([CH:14]=[CH:15][C:16]=2OS(C(F)(F)F)(=O)=O)[C:10]([O:12][CH3:13])=[O:11])=[CH:5][CH2:4][CH2:3]1.C(=O)([O-])[O-].[K+].[K+].[F:32][CH:33]([F:50])[C:34]1[CH:35]=[CH:36][C:37]([F:49])=[C:38](B2OC(C)(C)C(C)(C)O2)[CH:39]=1. (2) Reactant: [N:1]([CH2:4][CH:5]1[N:10]2[C:11]3[CH:12]=[CH:13][CH:14]=[C:15]([F:18])[C:16]=3[CH:17]=[C:9]2[C:8]2[N:19]=[C:20]([C:23]3[C:24]([N:43]([CH3:48])[S:44]([CH3:47])(=[O:46])=[O:45])=[CH:25][C:26]4[O:30][C:29]([C:31]5[CH:36]=[CH:35][C:34]([F:37])=[CH:33][CH:32]=5)=[C:28]([C:38]([NH:40][CH3:41])=[O:39])[C:27]=4[CH:42]=3)[CH:21]=[CH:22][C:7]=2[O:6]1)=[N+]=[N-]. Product: [NH2:1][CH2:4][CH:5]1[N:10]2[C:11]3[CH:12]=[CH:13][CH:14]=[C:15]([F:18])[C:16]=3[CH:17]=[C:9]2[C:8]2[N:19]=[C:20]([C:23]3[C:24]([N:43]([CH3:48])[S:44]([CH3:47])(=[O:45])=[O:46])=[CH:25][C:26]4[O:30][C:29]([C:31]5[CH:32]=[CH:33][C:34]([F:37])=[CH:35][CH:36]=5)=[C:28]([C:38]([NH:40][CH3:41])=[O:39])[C:27]=4[CH:42]=3)[CH:21]=[CH:22][C:7]=2[O:6]1. The catalyst class is: 19. (3) Reactant: [F:1][C:2]1[CH:7]=[CH:6][N:5]=[C:4]([N:8]2[C:15]3[C@@H:14]4[CH2:16][C@@H:13]4[CH2:12][C:11]=3[C:10]([C:17](O)=[O:18])=[N:9]2)[CH:3]=1.[NH2:20][C:21]([CH3:25])([CH3:24])[CH2:22][OH:23].C(N(CC)CC)C.CN(C(ON1N=NC2C=CC=NC1=2)=[N+](C)C)C.F[P-](F)(F)(F)(F)F. Product: [OH:23][CH2:22][C:21]([NH:20][C:17]([C:10]1[C:11]2[CH2:12][C@H:13]3[CH2:16][C@H:14]3[C:15]=2[N:8]([C:4]2[CH:3]=[C:2]([F:1])[CH:7]=[CH:6][N:5]=2)[N:9]=1)=[O:18])([CH3:25])[CH3:24]. The catalyst class is: 3. (4) Reactant: [Br:1][C:2]1[CH:3]=[C:4]([NH:8][C@H:9]([C:12]2[CH:17]=[CH:16][CH:15]=[CH:14][CH:13]=2)[CH2:10][NH2:11])[CH:5]=[N:6][CH:7]=1.C(N(CC)C(C)C)(C)C.[CH:27]1([S:30](Cl)(=[O:32])=[O:31])[CH2:29][CH2:28]1. Product: [Br:1][C:2]1[CH:3]=[C:4]([NH:8][C@H:9]([C:12]2[CH:17]=[CH:16][CH:15]=[CH:14][CH:13]=2)[CH2:10][NH:11][S:30]([CH:27]2[CH2:29][CH2:28]2)(=[O:32])=[O:31])[CH:5]=[N:6][CH:7]=1. The catalyst class is: 46. (5) Reactant: [Br:1][C:2]1[CH:6]=[N:5][N:4]([CH3:7])[C:3]=1[C:8]1[CH:9]=[C:10]([NH2:16])[CH:11]=[CH:12][C:13]=1[O:14][CH3:15].[F:17][C:18]1[CH:19]=[C:20]([N:25]=[C:26]=[O:27])[CH:21]=[C:22]([F:24])[CH:23]=1. Product: [Br:1][C:2]1[CH:6]=[N:5][N:4]([CH3:7])[C:3]=1[C:8]1[CH:9]=[C:10]([NH:16][C:26]([NH:25][C:20]2[CH:21]=[C:22]([F:24])[CH:23]=[C:18]([F:17])[CH:19]=2)=[O:27])[CH:11]=[CH:12][C:13]=1[O:14][CH3:15]. The catalyst class is: 2. (6) Product: [C:10]([C:8]1[CH:7]=[C:4]([CH:5]=[O:6])[C:3]([OH:14])=[C:2]([C:27]2[CH:26]=[CH:25][C:24]([O:23][C:22]([F:21])([F:33])[F:34])=[CH:29][CH:28]=2)[CH:9]=1)([CH3:13])([CH3:12])[CH3:11]. Reactant: Br[C:2]1[C:3]([OH:14])=[C:4]([CH:7]=[C:8]([C:10]([CH3:13])([CH3:12])[CH3:11])[CH:9]=1)[CH:5]=[O:6].C(=O)([O-])[O-].[K+].[K+].[F:21][C:22]([F:34])([F:33])[O:23][C:24]1[CH:29]=[CH:28][C:27](B(O)O)=[CH:26][CH:25]=1. The catalyst class is: 108.